Task: Predict the product of the given reaction.. Dataset: Forward reaction prediction with 1.9M reactions from USPTO patents (1976-2016) (1) The product is: [CH:1]1([O:7][CH:8]([CH2:13][CH2:14][CH2:15][CH2:16][CH2:17][CH2:18][C:19]2[S:23][CH:22]=[N:21][C:20]=2[CH3:24])[C:9]([O:11][CH3:12])=[O:10])[CH2:6][CH2:5][CH2:4][CH2:3][CH2:2]1. Given the reactants [CH:1]1([O:7][CH:8]([CH2:13][CH2:14][CH2:15][CH2:16]/[CH:17]=[CH:18]/[C:19]2[S:23][CH:22]=[N:21][C:20]=2[CH3:24])[C:9]([O:11][CH3:12])=[O:10])[CH2:6][CH2:5][CH2:4][CH2:3][CH2:2]1, predict the reaction product. (2) Given the reactants Cl.[NH:2]([C:4]([C:6]1[C:15]2[C:10](=[CH:11][CH:12]=[N:13][CH:14]=2)[N:9]=[C:8]([C:16]2[CH:21]=[CH:20][C:19]([C:22]#[C:23][C:24]3[CH:29]=[CH:28][N:27]([CH2:30][C:31]([OH:33])=O)[C:26](=[O:34])[CH:25]=3)=[CH:18][CH:17]=2)[CH:7]=1)=[O:5])[NH2:3].C[CH2:36][N:37]=C=NCCCN(C)C.Cl.C1C=CC2N(O)N=NC=2C=1.C(N(CC)CC)C.Cl.CN, predict the reaction product. The product is: [NH:2]([C:4]([C:6]1[C:15]2[C:10](=[CH:11][CH:12]=[N:13][CH:14]=2)[N:9]=[C:8]([C:16]2[CH:17]=[CH:18][C:19]([C:22]#[C:23][C:24]3[CH:29]=[CH:28][N:27]([CH2:30][C:31]([NH:37][CH3:36])=[O:33])[C:26](=[O:34])[CH:25]=3)=[CH:20][CH:21]=2)[CH:7]=1)=[O:5])[NH2:3].